This data is from Forward reaction prediction with 1.9M reactions from USPTO patents (1976-2016). The task is: Predict the product of the given reaction. (1) Given the reactants [CH2:1](I)[CH3:2].[CH2:4]([O:6][C:7]([C:9]1[C:10](=[O:39])[NH:11][C:12]([N:17]2[CH2:22][CH2:21][CH:20]([C:23](=[O:38])[N:24]([CH2:35][CH:36]=[CH2:37])[S:25]([CH2:28][C:29]3[CH:34]=[CH:33][CH:32]=[CH:31][CH:30]=3)(=[O:27])=[O:26])[CH2:19][CH2:18]2)=[C:13]([C:15]#[N:16])[CH:14]=1)=[O:8])[CH3:5], predict the reaction product. The product is: [CH2:4]([O:6][C:7](=[O:8])[C:9]1[CH:14]=[C:13]([C:15]#[N:16])[C:12]([N:17]2[CH2:22][CH2:21][CH:20]([C:23](=[O:38])[N:24]([CH2:35][CH:36]=[CH2:37])[S:25]([CH2:28][C:29]3[CH:30]=[CH:31][CH:32]=[CH:33][CH:34]=3)(=[O:27])=[O:26])[CH2:19][CH2:18]2)=[N:11][C:10]=1[O:39][CH2:1][CH3:2])[CH3:5]. (2) Given the reactants [N:1]1[C:10]2[CH:9]=[CH:8][CH:7]=[C:6]([C:11](O)=[O:12])[C:5]=2[CH:4]=[CH:3][CH:2]=1.[H-].[H-].[H-].[H-].[Li+].[Al+3], predict the reaction product. The product is: [N:1]1[C:10]2[C:5](=[C:6]([CH2:11][OH:12])[CH:7]=[CH:8][CH:9]=2)[CH:4]=[CH:3][CH:2]=1. (3) The product is: [OH:20][CH2:21][CH2:22][N:23]1[C:27](=[O:28])/[C:26](=[CH:18]/[C:16]2[O:17][C:10]3[C:9]([C:6]4[CH:5]=[CH:4][C:3]([O:2][CH3:1])=[CH:8][CH:7]=4)=[CH:14][N:13]=[CH:12][C:11]=3[CH:15]=2)/[S:25][C:24]1=[O:29]. Given the reactants [CH3:1][O:2][C:3]1[CH:8]=[CH:7][C:6]([C:9]2[C:10]3[O:17][C:16]([CH:18]=O)=[CH:15][C:11]=3[CH:12]=[N:13][CH:14]=2)=[CH:5][CH:4]=1.[OH:20][CH2:21][CH2:22][N:23]1[C:27](=[O:28])[CH2:26][S:25][C:24]1=[O:29].NCCC(O)=O.O, predict the reaction product. (4) Given the reactants [H-].[Na+].[C:3]([O:7][C:8]([N:10]1[CH2:15][CH2:14][CH:13]([OH:16])[CH2:12][CH2:11]1)=[O:9])([CH3:6])([CH3:5])[CH3:4].Br[C:18]1[N:19]([CH3:34])[C:20]2[C:25]([N:26]=1)=[C:24]([N:27]1[CH2:32][CH2:31][O:30][CH2:29][CH2:28]1)[N:23]=[C:22]([Cl:33])[N:21]=2, predict the reaction product. The product is: [Cl:33][C:22]1[N:21]=[C:20]2[C:25]([N:26]=[C:18]([O:16][CH:13]3[CH2:14][CH2:15][N:10]([C:8]([O:7][C:3]([CH3:6])([CH3:4])[CH3:5])=[O:9])[CH2:11][CH2:12]3)[N:19]2[CH3:34])=[C:24]([N:27]2[CH2:32][CH2:31][O:30][CH2:29][CH2:28]2)[N:23]=1.